From a dataset of Catalyst prediction with 721,799 reactions and 888 catalyst types from USPTO. Predict which catalyst facilitates the given reaction. Reactant: [F:1][C:2]1[CH:3]=[C:4]2[N:10]=[CH:9][N:8]([CH2:11][C:12]3[CH:23]=[CH:22][C:15]4[N:16]=[C:17](S(C)=O)[S:18][C:14]=4[CH:13]=3)[C:5]2=[N:6][CH:7]=1.[NH2:24][C@@H:25]1[CH2:30][CH2:29][CH2:28][CH2:27][C@H:26]1[OH:31].CCN(C(C)C)C(C)C. Product: [F:1][C:2]1[CH:3]=[C:4]2[N:10]=[CH:9][N:8]([CH2:11][C:12]3[CH:23]=[CH:22][C:15]4[N:16]=[C:17]([NH:24][C@@H:25]5[CH2:30][CH2:29][CH2:28][CH2:27][C@H:26]5[OH:31])[S:18][C:14]=4[CH:13]=3)[C:5]2=[N:6][CH:7]=1. The catalyst class is: 44.